The task is: Predict the reactants needed to synthesize the given product.. This data is from Full USPTO retrosynthesis dataset with 1.9M reactions from patents (1976-2016). Given the product [F:12][C@@H:11]1[CH2:10][N:9]([C:13]([C@@H:53]2[CH2:52][CH2:51][C:50](=[O:49])[NH:54]2)=[O:14])[CH2:8][C:7]([CH3:20])([CH3:21])[C@@H:6]1[O:5][C:4]1[CH:22]=[CH:23][C:24]([C:26]2[N:31]=[C:30]([NH:32][C:33]3[CH:34]=[CH:35][C:36]([N:39]4[CH2:40][CH2:41][N:42]([CH:45]5[CH2:46][O:47][CH2:48]5)[CH2:43][CH2:44]4)=[CH:37][CH:38]=3)[N:29]=[CH:28][N:27]=2)=[CH:25][C:3]=1[C:1]#[N:2], predict the reactants needed to synthesize it. The reactants are: [C:1]([C:3]1[CH:25]=[C:24]([C:26]2[N:31]=[C:30]([NH:32][C:33]3[CH:38]=[CH:37][C:36]([N:39]4[CH2:44][CH2:43][N:42]([CH:45]5[CH2:48][O:47][CH2:46]5)[CH2:41][CH2:40]4)=[CH:35][CH:34]=3)[N:29]=[CH:28][N:27]=2)[CH:23]=[CH:22][C:4]=1[O:5][C@@H:6]1[C@H:11]([F:12])[CH2:10][N:9]([C:13](OC(C)(C)C)=[O:14])[CH2:8][C:7]1([CH3:21])[CH3:20])#[N:2].[O:49]=[C:50]1[NH:54][C@H:53](C(O)=O)[CH2:52][CH2:51]1.